This data is from Peptide-MHC class I binding affinity with 185,985 pairs from IEDB/IMGT. The task is: Regression. Given a peptide amino acid sequence and an MHC pseudo amino acid sequence, predict their binding affinity value. This is MHC class I binding data. (1) The peptide sequence is KKQKFYALF. The MHC is HLA-A02:07 with pseudo-sequence HLA-A02:07. The binding affinity (normalized) is 0. (2) The peptide sequence is MTAHITVPY. The MHC is SLA-20401 with pseudo-sequence SLA-20401. The binding affinity (normalized) is 0.872. (3) The peptide sequence is AAVSADPLA. The MHC is HLA-A02:06 with pseudo-sequence HLA-A02:06. The binding affinity (normalized) is 0.0956. (4) The peptide sequence is SSCKMALLFK. The MHC is HLA-A02:06 with pseudo-sequence HLA-A02:06. The binding affinity (normalized) is 0.0260.